The task is: Predict the product of the given reaction.. This data is from Forward reaction prediction with 1.9M reactions from USPTO patents (1976-2016). (1) Given the reactants [CH2:1]([C:5]1[N:6]=[C:7]([CH3:34])[N:8]([C:27]2[N:32]=[CH:31][C:30]([OH:33])=[CH:29][N:28]=2)[C:9](=[O:26])[C:10]=1[CH2:11][C:12]1[CH:17]=[CH:16][C:15]([C:18]2[C:19]([C:24]#[N:25])=[CH:20][CH:21]=[CH:22][CH:23]=2)=[CH:14][CH:13]=1)[CH2:2][CH2:3][CH3:4].C(=O)([O-])[O-].[K+].[K+].I[CH2:42][CH3:43], predict the reaction product. The product is: [CH2:1]([C:5]1[N:6]=[C:7]([CH3:34])[N:8]([C:27]2[N:32]=[CH:31][C:30]([O:33][CH2:42][CH3:43])=[CH:29][N:28]=2)[C:9](=[O:26])[C:10]=1[CH2:11][C:12]1[CH:13]=[CH:14][C:15]([C:18]2[C:19]([C:24]#[N:25])=[CH:20][CH:21]=[CH:22][CH:23]=2)=[CH:16][CH:17]=1)[CH2:2][CH2:3][CH3:4]. (2) Given the reactants [Br:1][CH2:2][CH2:3][CH2:4][CH2:5][CH2:6][CH2:7][CH2:8][CH2:9][C:10]([OH:12])=[O:11].[C:13]1([P:19]([C:26]2[CH:31]=[CH:30][CH:29]=[CH:28][CH:27]=2)[C:20]2[CH:25]=[CH:24][CH:23]=[CH:22][CH:21]=2)[CH:18]=[CH:17][CH:16]=[CH:15][CH:14]=1, predict the reaction product. The product is: [Br-:1].[C:10]([CH2:9][CH2:8][CH2:7][CH2:6][CH2:5][CH2:4][CH2:3][CH2:2][P+:19]([C:20]1[CH:21]=[CH:22][CH:23]=[CH:24][CH:25]=1)([C:26]1[CH:31]=[CH:30][CH:29]=[CH:28][CH:27]=1)[C:13]1[CH:14]=[CH:15][CH:16]=[CH:17][CH:18]=1)([OH:12])=[O:11]. (3) Given the reactants [CH2:1]1[CH:5]2[CH2:6][NH:7][CH2:8][CH:4]2[CH2:3][N:2]1[C:9]1[C:18]([C:19]([F:22])([F:21])[F:20])=[N:17][C:16]2[C:11](=[CH:12][CH:13]=[CH:14][CH:15]=2)[N:10]=1.[N:23]1[N:24]=[C:25]([C:28]2[CH:36]=[CH:35][CH:34]=[CH:33][C:29]=2[C:30](O)=[O:31])[NH:26][CH:27]=1, predict the reaction product. The product is: [N:23]1[N:24]=[C:25]([C:28]2[CH:36]=[CH:35][CH:34]=[CH:33][C:29]=2[C:30]([N:7]2[CH2:6][CH:5]3[CH2:1][N:2]([C:9]4[C:18]([C:19]([F:22])([F:20])[F:21])=[N:17][C:16]5[C:11](=[CH:12][CH:13]=[CH:14][CH:15]=5)[N:10]=4)[CH2:3][CH:4]3[CH2:8]2)=[O:31])[NH:26][CH:27]=1. (4) The product is: [CH3:1][O:2][C:3]1[CH:8]=[C:7]([O:9][CH3:10])[CH:6]=[C:5]([NH2:11])[C:4]=1[C:12](=[O:22])[CH2:13][CH2:14][C:15]1[CH:16]=[CH:17][C:18]([OH:21])=[CH:19][CH:20]=1. Given the reactants [CH3:1][O:2][C:3]1[CH:8]=[C:7]([O:9][CH3:10])[CH:6]=[C:5]([NH2:11])[C:4]=1[C:12](=[O:22])[CH:13]=[CH:14][C:15]1[CH:20]=[CH:19][C:18]([OH:21])=[CH:17][CH:16]=1.CO.[BH4-].[Na+].[H][H], predict the reaction product.